Dataset: Reaction yield outcomes from USPTO patents with 853,638 reactions. Task: Predict the reaction yield, written as a fraction of the theoretical maximum amount of product (1.0 means a 100% yield; for example, 0.34 means a 34% yield). The reactants are Cl.[NH2:2][N:3]1[CH:7]=[C:6]([Br:8])[CH:5]=[C:4]1C#N.[C:11](O)(=O)C.[CH:15]([NH2:17])=[NH:16].P([O-])([O-])([O-])=O.[K+].[K+].[K+].N#N. The catalyst is C(O)C. The product is [Br:8][C:6]1[CH:5]=[C:4]2[N:3]([CH:7]=1)[N:2]=[CH:11][N:16]=[C:15]2[NH2:17]. The yield is 0.750.